Dataset: Reaction yield outcomes from USPTO patents with 853,638 reactions. Task: Predict the reaction yield, written as a fraction of the theoretical maximum amount of product (1.0 means a 100% yield; for example, 0.34 means a 34% yield). The reactants are [OH:1][CH:2]([C:4]1[CH:42]=[CH:41][C:7]([CH2:8][N:9]2[C:14](=[O:15])[C:13]([CH2:16][C:17]3[CH:22]=[CH:21][C:20]([C:23]4[CH:28]=[CH:27][CH:26]=[CH:25][C:24]=4[C:29]4[NH:33][C:32](=[O:34])[O:31][N:30]=4)=[CH:19][CH:18]=3)=[C:12]([CH2:35][CH2:36][CH3:37])[N:11]3[N:38]=[CH:39][N:40]=[C:10]23)=[CH:6][CH:5]=1)[CH3:3]. The catalyst is [O-2].[O-2].[Mn+4].C(Cl)Cl. The product is [C:2]([C:4]1[CH:5]=[CH:6][C:7]([CH2:8][N:9]2[C:14](=[O:15])[C:13]([CH2:16][C:17]3[CH:18]=[CH:19][C:20]([C:23]4[CH:28]=[CH:27][CH:26]=[CH:25][C:24]=4[C:29]4[NH:33][C:32](=[O:34])[O:31][N:30]=4)=[CH:21][CH:22]=3)=[C:12]([CH2:35][CH2:36][CH3:37])[N:11]3[N:38]=[CH:39][N:40]=[C:10]23)=[CH:41][CH:42]=1)(=[O:1])[CH3:3]. The yield is 0.850.